Dataset: Forward reaction prediction with 1.9M reactions from USPTO patents (1976-2016). Task: Predict the product of the given reaction. (1) Given the reactants C(=O)([O-])[O-].[Na+].[Na+].[NH2:7][C@@H:8]([CH2:11][CH:12]=[CH2:13])[CH2:9][OH:10].[C:14]1([CH3:24])[CH:19]=[CH:18][C:17]([S:20](Cl)(=[O:22])=[O:21])=[CH:16][CH:15]=1, predict the reaction product. The product is: [OH:10][CH2:9][C@@H:8]([NH:7][S:20]([C:17]1[CH:18]=[CH:19][C:14]([CH3:24])=[CH:15][CH:16]=1)(=[O:22])=[O:21])[CH2:11][CH:12]=[CH2:13]. (2) Given the reactants [CH2:1]([O:8][C:9]1[CH:16]=[CH:15][C:12]([CH:13]=O)=[CH:11][C:10]=1[N+:17]([O-:19])=[O:18])[C:2]1[CH:7]=[CH:6][CH:5]=[CH:4][CH:3]=1.[CH2:20]([O:22][CH2:23][C:24]([O:26][CH2:27][CH3:28])=[O:25])[CH3:21].CC(C)([O-])C.[K+].C(O)(=O)C.C1(C)C=CC(S(O)(=O)=O)=CC=1, predict the reaction product. The product is: [CH2:1]([O:8][C:9]1[CH:16]=[CH:15][C:12](/[CH:13]=[C:23](\[O:22][CH2:20][CH3:21])/[C:24]([O:26][CH2:27][CH3:28])=[O:25])=[CH:11][C:10]=1[N+:17]([O-:19])=[O:18])[C:2]1[CH:7]=[CH:6][CH:5]=[CH:4][CH:3]=1. (3) Given the reactants [O:1]=[C:2]1[N:7]([CH2:8][C:9]([OH:11])=O)[N:6]=[N:5][C:4]2[CH:12]=[CH:13][CH:14]=[CH:15][C:3]1=2.[F:16][C:17]1[CH:22]=[C:21]([C:23]([F:26])([F:25])[F:24])[CH:20]=[CH:19][C:18]=1[C@@H:27]([NH2:29])[CH3:28], predict the reaction product. The product is: [F:16][C:17]1[CH:22]=[C:21]([C:23]([F:25])([F:26])[F:24])[CH:20]=[CH:19][C:18]=1[C@@H:27]([NH:29][C:9](=[O:11])[CH2:8][N:7]1[C:2](=[O:1])[C:3]2[CH:15]=[CH:14][CH:13]=[CH:12][C:4]=2[N:5]=[N:6]1)[CH3:28]. (4) The product is: [NH2:1][C:2]([CH:7]([F:8])[F:9])([CH2:10][C:11]1[CH:12]=[CH:13][CH:14]=[CH:15][CH:16]=1)[CH2:3][OH:4]. Given the reactants [NH2:1][C:2]([CH2:10][C:11]1[CH:16]=[CH:15][CH:14]=[CH:13][CH:12]=1)([CH:7]([F:9])[F:8])[C:3](OC)=[O:4].[BH4-].[Li+].Cl, predict the reaction product. (5) The product is: [OH:28][C@@H:18]1[CH2:19][C@H:20]2[C@:21]([CH3:27])([CH2:22][CH2:23][C@@H:24]([O:26][S:37]([C:34]3[CH:35]=[CH:36][C:31]([CH3:41])=[CH:32][CH:33]=3)(=[O:39])=[O:38])[CH2:25]2)[C@@H:16]2[C@@H:17]1[C@H:12]1[C@:13]([CH3:30])([C@@H:14]([OH:29])[CH2:15]2)[C@@H:9]([C@H:2]([CH3:1])[CH2:3][CH2:4][C:5]([O:7][CH3:8])=[O:6])[CH2:10][CH2:11]1. Given the reactants [CH3:1][CH:2]([CH:9]1[C:13]2([CH3:30])[CH:14]([OH:29])[CH2:15][CH:16]3[C:21]4([CH3:27])[CH2:22][CH2:23][CH:24]([OH:26])[CH2:25][CH:20]4[CH2:19][CH:18]([OH:28])[CH:17]3[CH:12]2[CH2:11][CH2:10]1)[CH2:3][CH2:4][C:5]([O:7][CH3:8])=[O:6].[C:31]1([CH3:41])[CH:36]=[CH:35][C:34]([S:37](Cl)(=[O:39])=[O:38])=[CH:33][CH:32]=1.CC(OC)(C)C.Cl, predict the reaction product. (6) Given the reactants [S:1]([Cl:5])(Cl)(=[O:3])=[O:2].[Cl:6][C:7]1[CH:8]=[CH:9][C:10]2[S:14][CH:13]=[CH:12][C:11]=2[CH:15]=1, predict the reaction product. The product is: [Cl:6][C:7]1[CH:8]=[CH:9][C:10]2[S:14][C:13]([S:1]([Cl:5])(=[O:3])=[O:2])=[CH:12][C:11]=2[CH:15]=1. (7) Given the reactants COC[N:4]1[C:8]2[CH:9]=[CH:10][CH:11]=[CH:12][C:7]=2[N:6]=[C:5]1[C:13]([CH:15]1[CH2:18][CH:17]([NH:19][C:20]2[C:25]([N+:26]([O-:28])=[O:27])=[CH:24][CH:23]=[CH:22][N:21]=2)[CH2:16]1)=[O:14].Cl, predict the reaction product. The product is: [NH:4]1[C:8]2[CH:9]=[CH:10][CH:11]=[CH:12][C:7]=2[N:6]=[C:5]1[C:13]([CH:15]1[CH2:18][CH:17]([NH:19][C:20]2[C:25]([N+:26]([O-:28])=[O:27])=[CH:24][CH:23]=[CH:22][N:21]=2)[CH2:16]1)=[O:14]. (8) Given the reactants CS(C)=O.FC(F)(F)C(O)=O.[Br:12][C:13]1[CH:18]=[CH:17][C:16]([CH:19]([C:21]2[CH:26]=[CH:25][CH:24]=[C:23]([O:27][CH3:28])[CH:22]=2)[OH:20])=[CH:15][CH:14]=1.CCN(CC)CC, predict the reaction product. The product is: [Br:12][C:13]1[CH:14]=[CH:15][C:16]([C:19]([C:21]2[CH:26]=[CH:25][CH:24]=[C:23]([O:27][CH3:28])[CH:22]=2)=[O:20])=[CH:17][CH:18]=1.